Dataset: Reaction yield outcomes from USPTO patents with 853,638 reactions. Task: Predict the reaction yield, written as a fraction of the theoretical maximum amount of product (1.0 means a 100% yield; for example, 0.34 means a 34% yield). (1) The reactants are [NH2:1][CH2:2][CH2:3][C:4]1[CH:19]=[CH:18][C:7]([O:8][C:9]2[CH:17]=[CH:16][C:12]([C:13]([NH2:15])=[O:14])=[CH:11][N:10]=2)=[CH:6][CH:5]=1.[CH3:20][O:21][C:22]1[CH:29]=[CH:28][CH:27]=[CH:26][C:23]=1[CH:24]=O.[BH4-].[Na+]. The catalyst is CO. The product is [CH3:20][O:21][C:22]1[CH:29]=[CH:28][CH:27]=[CH:26][C:23]=1[CH2:24][NH:1][CH2:2][CH2:3][C:4]1[CH:19]=[CH:18][C:7]([O:8][C:9]2[CH:17]=[CH:16][C:12]([C:13]([NH2:15])=[O:14])=[CH:11][N:10]=2)=[CH:6][CH:5]=1. The yield is 0.850. (2) The reactants are O[Li].O.[C:4]12([C:14]3[CH:15]=[C:16]([C:22]4[CH:33]=[CH:32][C:25](/[CH:26]=[CH:27]/[C:28]([O:30]C)=[O:29])=[CH:24][CH:23]=4)[CH:17]=[CH:18][C:19]=3[O:20][CH3:21])[CH2:13][CH:8]3[CH2:9][CH:10]([CH2:12][CH:6]([CH2:7]3)[CH2:5]1)[CH2:11]2. The catalyst is C1COCC1.O. The product is [C:4]12([C:14]3[CH:15]=[C:16]([C:22]4[CH:23]=[CH:24][C:25](/[CH:26]=[CH:27]/[C:28]([OH:30])=[O:29])=[CH:32][CH:33]=4)[CH:17]=[CH:18][C:19]=3[O:20][CH3:21])[CH2:13][CH:8]3[CH2:9][CH:10]([CH2:12][CH:6]([CH2:7]3)[CH2:5]1)[CH2:11]2. The yield is 0.940. (3) The reactants are Cl[C:2]1[C:11]2[C:6](=[CH:7][CH:8]=[C:9]([CH3:12])[CH:10]=2)[N:5]([CH2:13][C:14]2[CH:19]=[CH:18][C:17]([F:20])=[CH:16][CH:15]=2)[C:4](=[O:21])[C:3]=1[C:22]#[N:23].[NH:24]1[CH2:29][CH2:28][NH:27][CH2:26][CH2:25]1. The catalyst is ClCCl. The product is [F:20][C:17]1[CH:18]=[CH:19][C:14]([CH2:13][N:5]2[C:6]3[C:11](=[CH:10][C:9]([CH3:12])=[CH:8][CH:7]=3)[C:2]([N:24]3[CH2:29][CH2:28][NH:27][CH2:26][CH2:25]3)=[C:3]([C:22]#[N:23])[C:4]2=[O:21])=[CH:15][CH:16]=1. The yield is 0.720. (4) The product is [Cl:24][C:5]1[C:6]([NH:8][C:9]2[CH:17]=[CH:16][C:15]([N:18]3[CH2:23][CH2:22][O:21][CH2:20][CH2:19]3)=[CH:14][C:10]=2[C:11]([NH2:13])=[O:12])=[N:7][C:2]([NH:25][C:26]2[CH:27]=[CH:28][C:29]3[N:35]([CH3:36])[C:34](=[O:37])[CH2:33][CH2:32][CH2:31][C:30]=3[CH:38]=2)=[N:3][CH:4]=1. The catalyst is C(O)(C)C. The yield is 0.700. The reactants are Cl[C:2]1[N:7]=[C:6]([NH:8][C:9]2[CH:17]=[CH:16][C:15]([N:18]3[CH2:23][CH2:22][O:21][CH2:20][CH2:19]3)=[CH:14][C:10]=2[C:11]([NH2:13])=[O:12])[C:5]([Cl:24])=[CH:4][N:3]=1.[NH2:25][C:26]1[CH:27]=[CH:28][C:29]2[N:35]([CH3:36])[C:34](=[O:37])[CH2:33][CH2:32][CH2:31][C:30]=2[CH:38]=1.C12(CS(O)(=O)=O)C(C)(C)C(CC1)CC2=O. (5) The reactants are ClC1[CH:3]=[CH:4][C:5]([S:23][S:23][C:5]2[CH:4]=[CH:3]C(Cl)=[CH:7][C:6]=2[NH:8][S:9]([C:12]2[CH:17]=[CH:16][C:15]([Cl:18])=[C:14]([C:19]([F:22])([F:21])[F:20])[CH:13]=2)(=[O:11])=[O:10])=[C:6]([NH:8][S:9]([C:12]2[CH:17]=[CH:16][C:15]([Cl:18])=[C:14]([C:19]([F:22])([F:21])[F:20])[CH:13]=2)(=[O:11])=[O:10])[CH:7]=1.C([O-])(O)=O.[Na+].[C:52]1(P(C2C=CC=CC=2)C2C=CC=CC=2)C=CC=C[CH:53]=1.C(I)C.[CH2:74]([Cl:76])Cl. The catalyst is CCOC(C)=O. The product is [Cl:18][C:15]1[CH:16]=[CH:17][C:12]([S:9]([NH:8][C:6]2[CH:7]=[C:74]([Cl:76])[CH:3]=[CH:4][C:5]=2[S:23][CH2:52][CH3:53])(=[O:11])=[O:10])=[CH:13][C:14]=1[C:19]([F:21])([F:22])[F:20]. The yield is 0.590. (6) The reactants are [CH2:1]([C:4]1[N:5]([CH2:17][C:18]2([OH:24])[CH2:23][CH2:22][CH2:21][CH2:20][CH2:19]2)[C:6]2[C:15]3[N:14]=[CH:13][CH:12]=[CH:11][C:10]=3[N:9]=[CH:8][C:7]=2[N:16]=1)[CH2:2][CH3:3].ClC1C=CC=C(C(OO)=O)C=1.[OH-].[NH4+:37].C1(C)C=CC(S(Cl)(=O)=O)=CC=1. The catalyst is C(Cl)(Cl)Cl. The product is [NH2:37][C:8]1[C:7]2[N:16]=[C:4]([CH2:1][CH2:2][CH3:3])[N:5]([CH2:17][C:18]3([OH:24])[CH2:19][CH2:20][CH2:21][CH2:22][CH2:23]3)[C:6]=2[C:15]2[N:14]=[CH:13][CH:12]=[CH:11][C:10]=2[N:9]=1. The yield is 0.380. (7) The reactants are [C:1]([C:4]1[CH:11]=[CH:10][C:7]([CH:8]=[O:9])=[CH:6][CH:5]=1)([OH:3])=O.CN(C)C=O.S(Cl)(Cl)=O.[CH2:21]([NH:23][CH2:24][CH3:25])[CH3:22]. The catalyst is ClCCl.C(O)C. The product is [CH:8]([C:7]1[CH:10]=[CH:11][C:4]([C:1]([N:23]([CH2:24][CH3:25])[CH2:21][CH3:22])=[O:3])=[CH:5][CH:6]=1)=[O:9]. The yield is 0.320.